From a dataset of Reaction yield outcomes from USPTO patents with 853,638 reactions. Predict the reaction yield, written as a fraction of the theoretical maximum amount of product (1.0 means a 100% yield; for example, 0.34 means a 34% yield). (1) The reactants are C[O-].[Na+].Cl.[NH2:5][OH:6].C[O:8][C:9](=O)[CH2:10][CH2:11][CH2:12][CH2:13][CH2:14][NH:15][S:16]([C:19]1[CH:20]=[N:21][CH:22]=[CH:23][CH:24]=1)(=[O:18])=[O:17].[C:26]([OH:31])(=[O:30])[C:27]([OH:29])=[O:28]. The catalyst is CO. The product is [C:26]([OH:31])(=[O:30])[C:27]([OH:29])=[O:28].[OH:6][NH:5][C:9](=[O:8])[CH2:10][CH2:11][CH2:12][CH2:13][CH2:14][NH:15][S:16]([C:19]1[CH:20]=[N:21][CH:22]=[CH:23][CH:24]=1)(=[O:18])=[O:17]. The yield is 0.440. (2) The reactants are [Cl-].O[NH3+:3].[C:4](=[O:7])([O-])[OH:5].[Na+].CS(C)=O.[CH2:13]([C:17]1[N:18]=[C:19]([CH3:47])[N:20]([C:41]2[CH:46]=[CH:45][CH:44]=[CH:43][CH:42]=2)[C:21](=[O:40])[C:22]=1[CH2:23][C:24]1[C:29]([F:30])=[CH:28][C:27]([C:31]2[C:32]([C:37]#[N:38])=[CH:33][CH:34]=[CH:35][CH:36]=2)=[CH:26][C:25]=1[F:39])[CH2:14][CH2:15][CH3:16]. The catalyst is O.C(OCC)(=O)C. The product is [CH2:13]([C:17]1[N:18]=[C:19]([CH3:47])[N:20]([C:41]2[CH:46]=[CH:45][CH:44]=[CH:43][CH:42]=2)[C:21](=[O:40])[C:22]=1[CH2:23][C:24]1[C:25]([F:39])=[CH:26][C:27]([C:31]2[CH:36]=[CH:35][CH:34]=[CH:33][C:32]=2[C:37]2[NH:3][C:4](=[O:7])[O:5][N:38]=2)=[CH:28][C:29]=1[F:30])[CH2:14][CH2:15][CH3:16]. The yield is 0.470. (3) The reactants are I[C:2]1[CH:3]=[N:4][C:5]2[C:10]([CH:11]=1)=[CH:9][CH:8]=[CH:7][CH:6]=2.[F-:12].[K+].Cl[C:15]([F:21])([F:20])C(OC)=O.O. The catalyst is CN(C)C=O.C(OCC)(=O)C. The product is [F:20][C:15]([F:21])([F:12])[C:2]1[CH:3]=[N:4][C:5]2[C:10]([CH:11]=1)=[CH:9][CH:8]=[CH:7][CH:6]=2. The yield is 0.370. (4) The reactants are [O:1]1[CH:5]=[CH:4][CH2:3][CH2:2]1.O=[O+][O-].[NH2:9][CH2:10][C:11]([F:38])([F:37])[CH2:12][NH:13][C:14](=[O:36])[C:15]1[CH:20]=[CH:19][C:18]([F:21])=[C:17]([NH:22][CH2:23][C:24]2[S:28][C:27]([NH:29][C:30]3[CH:35]=[CH:34][CH:33]=[CH:32][N:31]=3)=[N:26][CH:25]=2)[CH:16]=1.[BH-](OC(C)=O)(OC(C)=O)OC(C)=O.[Na+]. The catalyst is CO.C(Cl)Cl. The product is [F:38][C:11]([F:37])([CH2:10][N:9]1[CH2:4][CH2:5][O:1][CH2:2][CH2:3]1)[CH2:12][NH:13][C:14](=[O:36])[C:15]1[CH:20]=[CH:19][C:18]([F:21])=[C:17]([NH:22][CH2:23][C:24]2[S:28][C:27]([NH:29][C:30]3[CH:35]=[CH:34][CH:33]=[CH:32][N:31]=3)=[N:26][CH:25]=2)[CH:16]=1. The yield is 0.510. (5) The reactants are S(=O)(=O)(O)[OH:2].[Cl:6][C:7]1[CH:12]=[CH:11][C:10]([S:13][CH2:14][C:15]2[CH:20]=[C:19]([F:21])[CH:18]=[CH:17][C:16]=2[F:22])=[CH:9][CH:8]=1.OO.[OH2:25]. The catalyst is CCCCCCCC[N+](CCCCCCCC)(CCCCCCCC)C.[Cl-].C1(C)C=CC=CC=1.O.O.[O-][W]([O-])(=O)=O.[Na+].[Na+]. The product is [Cl:6][C:7]1[CH:12]=[CH:11][C:10]([S:13]([CH2:14][C:15]2[CH:20]=[C:19]([F:21])[CH:18]=[CH:17][C:16]=2[F:22])(=[O:2])=[O:25])=[CH:9][CH:8]=1. The yield is 0.960. (6) The catalyst is ClCCl. The product is [CH2:22]([C:24]([C:42]1[CH:47]=[CH:46][C:45]([O:12][S:9]([C:8]([F:21])([F:20])[F:7])(=[O:11])=[O:10])=[C:44]([CH3:49])[CH:43]=1)([C:27]1[CH:32]=[CH:31][C:30](/[CH:33]=[CH:34]/[C:35]2([OH:40])[CH2:39][CH2:38][CH2:37][CH2:36]2)=[C:29]([CH3:41])[CH:28]=1)[CH2:25][CH3:26])[CH3:23]. The reactants are N1C=CC=CC=1.[F:7][C:8]([F:21])([F:20])[S:9]([O:12]S(C(F)(F)F)(=O)=O)(=[O:11])=[O:10].[CH2:22]([C:24]([C:42]1[CH:47]=[CH:46][C:45](O)=[C:44]([CH3:49])[CH:43]=1)([C:27]1[CH:32]=[CH:31][C:30](/[CH:33]=[CH:34]/[C:35]2([OH:40])[CH2:39][CH2:38][CH2:37][CH2:36]2)=[C:29]([CH3:41])[CH:28]=1)[CH2:25][CH3:26])[CH3:23].C(=O)(O)[O-].[Na+]. The yield is 0.510.